The task is: Predict the reactants needed to synthesize the given product.. This data is from Full USPTO retrosynthesis dataset with 1.9M reactions from patents (1976-2016). Given the product [N:8]1([C:6]2[N:7]=[C:2]([C:29]3[CH:30]=[C:25]([CH2:24][OH:23])[CH:26]=[CH:27][CH:28]=3)[C:3]3[CH2:16][CH2:15][N:14]([C:17]4[CH:18]=[N:19][CH:20]=[CH:21][CH:22]=4)[C:4]=3[N:5]=2)[CH2:13][CH2:12][O:11][CH2:10][CH2:9]1, predict the reactants needed to synthesize it. The reactants are: Cl[C:2]1[C:3]2[CH2:16][CH2:15][N:14]([C:17]3[CH:18]=[N:19][CH:20]=[CH:21][CH:22]=3)[C:4]=2[N:5]=[C:6]([N:8]2[CH2:13][CH2:12][O:11][CH2:10][CH2:9]2)[N:7]=1.[OH:23][CH2:24][C:25]1[CH:26]=[C:27](B(O)O)[CH:28]=[CH:29][CH:30]=1.B(O)O.